The task is: Predict the product of the given reaction.. This data is from Forward reaction prediction with 1.9M reactions from USPTO patents (1976-2016). (1) Given the reactants [CH3:1][C:2]1[C:14]([CH:15]([CH2:20][CH2:21][CH3:22])[C:16]([O:18]C)=[O:17])=[C:13]([C:23]2[CH:28]=[CH:27][C:26]([CH3:29])=[CH:25][CH:24]=2)[N:5]2[N:6]=[C:7]3[C:12]([CH:11]=[CH:10][CH:9]=[CH:8]3)=[C:4]2[N:3]=1.[OH-].[Na+], predict the reaction product. The product is: [CH3:1][C:2]1[C:14]([CH:15]([CH2:20][CH2:21][CH3:22])[C:16]([OH:18])=[O:17])=[C:13]([C:23]2[CH:28]=[CH:27][C:26]([CH3:29])=[CH:25][CH:24]=2)[N:5]2[N:6]=[C:7]3[C:12]([CH:11]=[CH:10][CH:9]=[CH:8]3)=[C:4]2[N:3]=1. (2) Given the reactants C([O:3][C:4](=[O:26])[C@H:5]([OH:25])[CH2:6][C@H:7]([NH:16][C:17]([C:19]1[N:20]=[N:21][N:22]([OH:24])[CH:23]=1)=[O:18])[CH2:8][C:9]1[CH:14]=[CH:13][C:12](Br)=[CH:11][CH:10]=1)C.[Cl:27][C:28]1[CH:29]=[CH:30][C:31]([F:37])=[C:32](B(O)O)[CH:33]=1.C([O-])([O-])=O.[K+].[K+].CCO.O.[Li+].[OH-], predict the reaction product. The product is: [Cl:27][C:28]1[CH:33]=[CH:32][C:31]([F:37])=[C:30]([C:12]2[CH:11]=[CH:10][C:9]([CH2:8][C@@H:7]([NH:16][C:17]([C:19]3[N:20]=[N:21][N:22]([OH:24])[CH:23]=3)=[O:18])[CH2:6][C@@H:5]([OH:25])[C:4]([OH:3])=[O:26])=[CH:14][CH:13]=2)[CH:29]=1.